From a dataset of Full USPTO retrosynthesis dataset with 1.9M reactions from patents (1976-2016). Predict the reactants needed to synthesize the given product. Given the product [F:1][C:2]1[CH:7]=[CH:6][CH:5]=[C:4]([F:8])[C:3]=1[N:9]1[C:14]2[N:15]=[C:16]([NH:32][CH2:33][CH2:34][OH:35])[N:17]=[C:18]([C:19]3[CH:24]=[CH:23][C:22]([F:25])=[CH:21][C:20]=3[CH3:26])[C:13]=2[CH:12]=[CH:11][C:10]1=[O:31], predict the reactants needed to synthesize it. The reactants are: [F:1][C:2]1[CH:7]=[CH:6][CH:5]=[C:4]([F:8])[C:3]=1[N:9]1[C:14]2[N:15]=[C:16](S(C)(=O)=O)[N:17]=[C:18]([C:19]3[CH:24]=[CH:23][C:22]([F:25])=[CH:21][C:20]=3[CH3:26])[C:13]=2[CH:12]=[CH:11][C:10]1=[O:31].[NH2:32][CH2:33][CH2:34][OH:35].